Dataset: Cav3 T-type calcium channel HTS with 100,875 compounds. Task: Binary Classification. Given a drug SMILES string, predict its activity (active/inactive) in a high-throughput screening assay against a specified biological target. (1) The drug is S(CCCOc1cc(ccc1)C)c1[nH]c2c(n1)cccc2. The result is 1 (active). (2) The compound is O=C(NCC(C)C)CCCc1c2c([nH]c1)cccc2. The result is 0 (inactive).